Dataset: Retrosynthesis with 50K atom-mapped reactions and 10 reaction types from USPTO. Task: Predict the reactants needed to synthesize the given product. (1) Given the product CN(CCCc1nc2cc(Cl)c(Cl)cc2[nH]1)CC[C@]1(OC(=O)C2CC2)C[C@H]2CC[C@@H]1C=C2c1ccccc1, predict the reactants needed to synthesize it. The reactants are: CN(CCCc1nc2cc(Cl)c(Cl)cc2[nH]1)CCC1(O)CC2CCC1C=C2c1ccccc1.O=C(Cl)C1CC1. (2) Given the product CCOc1ccc(Br)cc1-c1cc(Nc2ccc(C(N)=O)cc2)nc(N)n1, predict the reactants needed to synthesize it. The reactants are: CCOc1ccc(Br)cc1-c1cc(Cl)nc(N)n1.NC(=O)c1ccc(N)cc1. (3) Given the product CN1CCN(C2(c3ccc(NC(=O)c4nc(C#N)c[nH]4)c(C4=CCC(C)(C)CC4)n3)CCOCC2)CC1, predict the reactants needed to synthesize it. The reactants are: CC1(C)CC=C(c2nc(C3(O)CCOCC3)ccc2NC(=O)c2nc(C#N)c[nH]2)CC1.CN1CCNCC1. (4) Given the product Nc1ccc(Oc2ccnc(Nc3ccc4[nH]nc(C(=O)N5CCOCC5)c4c3)n2)c2ccccc12, predict the reactants needed to synthesize it. The reactants are: C1COCCN1.Nc1ccc(Oc2ccnc(Nc3ccc4[nH]nc(C(=O)O)c4c3)n2)c2ccccc12. (5) Given the product COCCOCOc1cc(C[C@@H]2CN(Cc3ccccc3)CCN2C(=O)c2cc(C(F)(F)F)cc(C(F)(F)F)c2)ccc1C, predict the reactants needed to synthesize it. The reactants are: COCCOCCl.Cc1ccc(C[C@@H]2CN(Cc3ccccc3)CCN2C(=O)c2cc(C(F)(F)F)cc(C(F)(F)F)c2)cc1O.